This data is from Reaction yield outcomes from USPTO patents with 853,638 reactions. The task is: Predict the reaction yield, written as a fraction of the theoretical maximum amount of product (1.0 means a 100% yield; for example, 0.34 means a 34% yield). (1) The reactants are [CH:1]([C:3]1[CH:11]=[C:7]([C:8]([OH:10])=[O:9])[C:6]([OH:12])=[CH:5][CH:4]=1)=[O:2].[CH3:13][C:14]([CH3:16])=O. The catalyst is C(O)(C(F)(F)F)=O.C(OC(C(F)(F)F)=O)(C(F)(F)F)=O. The product is [CH3:13][C:14]1([CH3:16])[O:12][C:6]2[CH:5]=[CH:4][C:3]([CH:1]=[O:2])=[CH:11][C:7]=2[C:8](=[O:10])[O:9]1. The yield is 0.350. (2) The reactants are [NH:1]([CH2:3][C:4]([OH:6])=[O:5])[CH3:2].[C:7]([O:15][CH2:16][CH2:17][O:18][C:19](ON1C(=O)CCC1=O)=[O:20])(=[O:14])[C:8]1[CH:13]=[CH:12][CH:11]=[CH:10][CH:9]=1. No catalyst specified. The product is [CH3:2][N:1]([C:19]([O:18][CH2:17][CH2:16][O:15][C:7]([C:8]1[CH:13]=[CH:12][CH:11]=[CH:10][CH:9]=1)=[O:14])=[O:20])[CH2:3][C:4]([OH:6])=[O:5]. The yield is 0.440. (3) The reactants are [OH:1][C:2]1[CH:11]=[CH:10][CH:9]=[C:8]2[C:3]=1[C:4](=[O:13])[CH:5]=[CH:6][C:7]2=[O:12].[Br:14]Br.C(O)(=O)C.C(O)C. The catalyst is C(Cl)(Cl)Cl. The product is [CH:10]1[CH:11]=[C:2]([OH:1])[C:3]2[C:4]([C:5]([Br:14])=[CH:6][C:7](=[O:12])[C:8]=2[CH:9]=1)=[O:13]. The yield is 0.800. (4) The reactants are C[O:2][C:3]([CH:5]1[CH2:14][C:13]2[C:8](=[CH:9][CH:10]=[CH:11][CH:12]=2)[CH2:7][N:6]1[C:15](=[O:34])[CH2:16][O:17][C:18]1[C:27]2[C:22](=[CH:23][C:24]([Cl:29])=[CH:25][C:26]=2[Cl:28])[CH:21]=[C:20]([C:30]([O:32]C)=[O:31])[CH:19]=1)=[O:4].[Li+].[OH-]. No catalyst specified. The product is [C:30]([C:20]1[CH:19]=[C:18]([O:17][CH2:16][C:15]([N:6]2[CH:5]([C:3]([OH:4])=[O:2])[CH2:14][C:13]3[C:8](=[CH:9][CH:10]=[CH:11][CH:12]=3)[CH2:7]2)=[O:34])[C:27]2[C:22]([CH:21]=1)=[CH:23][C:24]([Cl:29])=[CH:25][C:26]=2[Cl:28])([OH:32])=[O:31]. The yield is 0.470. (5) The reactants are [Si:1]([O:8][C@@H:9]([CH2:36][O:37][Si:38]([C:41]([CH3:44])([CH3:43])[CH3:42])([CH3:40])[CH3:39])[CH2:10][CH2:11][C:12]1[C:13](=[O:35])[CH2:14][C@H:15]2[C:24]=1[C@H:23](O[Si](C(C)(C)C)(C)C)[C:22]1[C:17](=[C:18]([O:33][CH3:34])[CH:19]=[CH:20][CH:21]=1)[CH2:16]2)([C:4]([CH3:7])([CH3:6])[CH3:5])([CH3:3])[CH3:2].C(=O)([O-])[O-].[K+].[K+].[H][H].C(OCC)(=O)C.CCCCCCC. The catalyst is CO.[Pd]. The product is [Si:1]([O:8][C@@H:9]([CH2:36][O:37][Si:38]([C:41]([CH3:44])([CH3:43])[CH3:42])([CH3:39])[CH3:40])[CH2:10][CH2:11][CH:12]1[C@H:24]2[CH2:23][C:22]3[C:17]([CH2:16][C@H:15]2[CH2:14][C:13]1=[O:35])=[C:18]([O:33][CH3:34])[CH:19]=[CH:20][CH:21]=3)([C:4]([CH3:5])([CH3:6])[CH3:7])([CH3:3])[CH3:2]. The yield is 0.940. (6) The reactants are N([C:3]([O:5][CH2:6][CH3:7])=O)=N[C:3]([O:5][CH2:6][CH3:7])=O.[OH:13][C:14]1[CH:15]=[CH:16][C:17]2[C:18]3[N:26]=[C:25]([C:27]4[CH:32]=[CH:31][CH:30]=[CH:29][CH:28]=4)[CH:24]=[C:23]([C:33]([NH2:35])=[O:34])[C:19]=3[NH:20][C:21]=2[CH:22]=1.COCCO.C1(P(C2C=CC=CC=2)C2C=CC=CC=2)C=CC=CC=1. The catalyst is C1COCC1.CO. The product is [CH3:3][O:5][CH2:6][CH2:7][O:13][C:14]1[CH:15]=[CH:16][C:17]2[C:18]3[N:26]=[C:25]([C:27]4[CH:32]=[CH:31][CH:30]=[CH:29][CH:28]=4)[CH:24]=[C:23]([C:33]([NH2:35])=[O:34])[C:19]=3[NH:20][C:21]=2[CH:22]=1. The yield is 0.320. (7) The reactants are [F:1][C:2]1[CH:7]=[CH:6][C:5]([N:8]2[C:17]3[C:12](=[N:13][CH:14]=[C:15]([CH2:18][C:19]4[CH:24]=[CH:23][C:22]([F:25])=[CH:21][CH:20]=4)[CH:16]=3)[C:11]([OH:26])=[C:10]([C:27](OCC)=[O:28])[C:9]2=[O:32])=[CH:4][CH:3]=1.[NH2:33][CH2:34][CH2:35][NH:36][C:37](=[O:39])[CH3:38]. No catalyst specified. The product is [C:37]([NH:36][CH2:35][CH2:34][NH:33][C:27]([C:10]1[C:9](=[O:32])[N:8]([C:5]2[CH:6]=[CH:7][C:2]([F:1])=[CH:3][CH:4]=2)[C:17]2[C:12]([C:11]=1[OH:26])=[N:13][CH:14]=[C:15]([CH2:18][C:19]1[CH:20]=[CH:21][C:22]([F:25])=[CH:23][CH:24]=1)[CH:16]=2)=[O:28])(=[O:39])[CH3:38]. The yield is 0.570.